Predict the reactants needed to synthesize the given product. From a dataset of Full USPTO retrosynthesis dataset with 1.9M reactions from patents (1976-2016). (1) Given the product [O:20]1[C:18]2[CH:21]=[CH:22][CH:28]=[CH:27][C:15]=2[CH2:16][C:17](=[O:3])[NH:13]1, predict the reactants needed to synthesize it. The reactants are: CS(Cl)(=O)=[O:3].C(N(CC)CC)C.[NH:13]1[CH:17]=[CH:16][C:15]([C:18]([OH:20])=O)=N1.[C:21](O)(=O)[C:22]1C(=CC=[CH:27][CH:28]=1)N. (2) The reactants are: Br[C:2]1[CH:3]=[C:4]([C:15]#[N:16])[CH:5]=[C:6]2[C:10]=1[N:9]([CH3:11])[C:8]([C:12]([NH2:14])=[O:13])=[CH:7]2.[CH3:17][O:18][C:19]1[CH:24]=[CH:23][C:22](B(O)O)=[CH:21][CH:20]=1. Given the product [C:15]([C:4]1[CH:5]=[C:6]2[C:10](=[C:2]([C:22]3[CH:23]=[CH:24][C:19]([O:18][CH3:17])=[CH:20][CH:21]=3)[CH:3]=1)[N:9]([CH3:11])[C:8]([C:12]([NH2:14])=[O:13])=[CH:7]2)#[N:16], predict the reactants needed to synthesize it. (3) Given the product [C:17]([O:16][C:14](=[O:15])[NH:13][C:9]1([C:6]2[CH:5]=[CH:4][C:3]([Br:2])=[CH:8][CH:7]=2)[CH2:10][O:11][CH2:12]1)([CH3:20])([CH3:19])[CH3:18], predict the reactants needed to synthesize it. The reactants are: Cl.[Br:2][C:3]1[CH:8]=[CH:7][C:6]([C:9]2([NH2:13])[CH2:12][O:11][CH2:10]2)=[CH:5][CH:4]=1.[C:14](O[C:14]([O:16][C:17]([CH3:20])([CH3:19])[CH3:18])=[O:15])([O:16][C:17]([CH3:20])([CH3:19])[CH3:18])=[O:15].